This data is from Full USPTO retrosynthesis dataset with 1.9M reactions from patents (1976-2016). The task is: Predict the reactants needed to synthesize the given product. Given the product [Cl:12][C:13]1[CH:14]=[C:15]([CH:29]=[CH:30][C:31]=1[Cl:32])[CH2:16][N:17]1[CH2:22][CH2:21][N:20]([CH2:23][CH:24]([NH:28][C:8]2[O:9][C:5]3[CH:4]=[CH:3][C:2]([CH3:1])=[CH:11][C:6]=3[N:7]=2)[CH:25]([CH3:27])[CH3:26])[CH2:19][CH2:18]1, predict the reactants needed to synthesize it. The reactants are: [CH3:1][C:2]1[CH:3]=[CH:4][C:5]2[O:9][C:8](=S)[NH:7][C:6]=2[CH:11]=1.[Cl:12][C:13]1[CH:14]=[C:15]([CH:29]=[CH:30][C:31]=1[Cl:32])[CH2:16][N:17]1[CH2:22][CH2:21][N:20]([CH2:23][CH:24]([NH2:28])[CH:25]([CH3:27])[CH3:26])[CH2:19][CH2:18]1.